Task: Predict the reaction yield, written as a fraction of the theoretical maximum amount of product (1.0 means a 100% yield; for example, 0.34 means a 34% yield).. Dataset: Reaction yield outcomes from USPTO patents with 853,638 reactions No catalyst specified. The product is [Cl:1][C:2]1[CH:10]=[C:9]2[C:5]([C:6]([CH:24]=[O:25])=[CH:7][NH:8]2)=[CH:4][CH:3]=1. The yield is 0.850. The reactants are [Cl:1][C:2]1[CH:10]=[C:9]2[C:5]([CH:6]=[CH:7][NH:8]2)=[CH:4][CH:3]=1.P(Cl)(Cl)(Cl)=O.O.S(=O)(=O)(O)O.CN(C)[CH:24]=[O:25].